Dataset: Full USPTO retrosynthesis dataset with 1.9M reactions from patents (1976-2016). Task: Predict the reactants needed to synthesize the given product. (1) The reactants are: Br.[C:2]1([N:8]2[CH2:12][C:11]3([CH2:17][CH2:16][NH:15][CH2:14][CH2:13]3)[O:10][C:9]2=[O:18])[CH:7]=[CH:6][CH:5]=[CH:4][CH:3]=1.Cl[C:20]1[NH:24][C:23]2[CH:25]=[CH:26][C:27]([F:29])=[CH:28][C:22]=2[N:21]=1.C(N(C(C)C)CC)(C)C. Given the product [F:29][C:27]1[CH:26]=[CH:25][C:23]2[NH:24][C:20]([N:15]3[CH2:14][CH2:13][C:11]4([O:10][C:9](=[O:18])[N:8]([C:2]5[CH:3]=[CH:4][CH:5]=[CH:6][CH:7]=5)[CH2:12]4)[CH2:17][CH2:16]3)=[N:21][C:22]=2[CH:28]=1, predict the reactants needed to synthesize it. (2) Given the product [CH2:25]([N:21]1[C:22]2[C:17](=[CH:16][C:15]([N:10]3[CH2:11][CH2:12][N:8]([C:3]4[CH:4]=[N:5][CH:6]=[CH:7][C:2]=4[CH3:1])[C:9]3=[O:13])=[CH:24][CH:23]=2)[CH2:18][CH2:19][C:20]1=[O:27])[CH3:26], predict the reactants needed to synthesize it. The reactants are: [CH3:1][C:2]1[CH:7]=[CH:6][N:5]=[CH:4][C:3]=1[N:8]1[CH2:12][CH2:11][NH:10][C:9]1=[O:13].Br[C:15]1[CH:16]=[C:17]2[C:22](=[CH:23][CH:24]=1)[N:21]([CH2:25][CH3:26])[C:20](=[O:27])[CH2:19][CH2:18]2.O1CCOCC1.N[C@@H]1CCCC[C@H]1N.C(=O)([O-])[O-].[K+].[K+]. (3) Given the product [Cl:12][C:13]1[CH:14]=[C:15]([CH2:20][C:21]([O:23][CH3:24])=[O:22])[CH:16]=[CH:17][C:18]=1[O:9][CH2:8][C:7]1[CH:6]=[CH:5][C:4]([CH:1]([CH3:3])[CH3:2])=[CH:11][CH:10]=1, predict the reactants needed to synthesize it. The reactants are: [CH:1]([C:4]1[CH:11]=[CH:10][C:7]([CH2:8][OH:9])=[CH:6][CH:5]=1)([CH3:3])[CH3:2].[Cl:12][C:13]1[CH:14]=[C:15]([CH2:20][C:21]([O:23][CH3:24])=[O:22])[CH:16]=[CH:17][C:18]=1O.C1(P(C2C=CC=CC=2)C2C=CC=CC=2)C=CC=CC=1.N(C(OC(C)C)=O)=NC(OC(C)C)=O. (4) Given the product [C:9]([OH:10])(=[O:8])[CH:11]=[CH2:12].[NH2:45][C:27]([O:26][CH2:25][CH3:24])=[O:28], predict the reactants needed to synthesize it. The reactants are: CC(OCC([O:8][C:9]([CH:11]=[CH2:12])=[O:10])C)COC(C[O:8][C:9]([CH:11]=[CH2:12])=[O:10])C.CC[C:24](COC(C=C)=O)(COC(C=C)=O)[CH2:25][O:26][C:27](C=C)=[O:28].C([N:45]1CCCC1=O)=C. (5) Given the product [CH:1]1([NH:6][C:7]2[CH:12]=[CH:11][N:10]3[N:13]=[C:14]([C:23]4[CH:24]=[CH:25][C:26]([O:29][CH3:30])=[CH:27][CH:28]=4)[C:15]([C:16]4[CH:17]=[CH:18][N:40]=[C:38]([NH:37][CH:32]5[CH2:36][CH2:35][CH2:34][CH2:33]5)[N:39]=4)=[C:9]3[CH:8]=2)[CH2:2][CH2:3][CH2:4][CH2:5]1, predict the reactants needed to synthesize it. The reactants are: [CH:1]1([NH:6][C:7]2[CH:12]=[CH:11][N:10]3[N:13]=[C:14]([C:23]4[CH:28]=[CH:27][C:26]([O:29][CH3:30])=[CH:25][CH:24]=4)[C:15]([C:16](=O)[CH:17]=[CH:18]N(C)C)=[C:9]3[CH:8]=2)[CH2:5][CH2:4][CH2:3][CH2:2]1.Cl.[CH:32]1([NH:37][C:38]([NH2:40])=[NH:39])[CH2:36][CH2:35][CH2:34][CH2:33]1.C(=O)([O-])[O-].[K+].[K+].O. (6) Given the product [CH3:27][O:26][C:23]1[CH:24]=[CH:25][C:20]([C@H:18]2[CH2:19][C@@H:17]2[CH2:16][O:15][C:13]2[CH:14]=[C:9]([NH:8][CH2:7][C:6]#[CH:5])[C:10](=[O:29])[N:11]([CH3:28])[N:12]=2)=[N:21][CH:22]=1, predict the reactants needed to synthesize it. The reactants are: COC1C=C[C:6]([CH2:7][N:8](CC#C)[C:9]2[C:10](=[O:29])[N:11]([CH3:28])[N:12]=[C:13]([O:15][CH2:16][C@H:17]3[CH2:19][C@@H:18]3[C:20]3[CH:25]=[CH:24][C:23]([O:26][CH3:27])=[CH:22][N:21]=3)[CH:14]=2)=[CH:5]C=1.C([O-])(O)=O.[Na+]. (7) Given the product [Br:14][C:12]1[CH:11]=[N:10][C:9]2=[CH:15][N:6]([CH2:5][C:2]([NH:1][C:23](=[S:24])[C:22]3[CH:21]=[CH:20][C:19]([C:18]([F:17])([F:28])[F:29])=[CH:27][CH:26]=3)([C:3]#[N:4])[CH3:16])[N:7]=[C:8]2[CH:13]=1, predict the reactants needed to synthesize it. The reactants are: [NH2:1][C:2]([CH3:16])([CH2:5][N:6]1[CH:15]=[C:9]2[N:10]=[CH:11][C:12]([Br:14])=[CH:13][C:8]2=[N:7]1)[C:3]#[N:4].[F:17][C:18]([F:29])([F:28])[C:19]1[CH:27]=[CH:26][C:22]([C:23](Cl)=[S:24])=[CH:21][CH:20]=1.